Task: Predict the reaction yield, written as a fraction of the theoretical maximum amount of product (1.0 means a 100% yield; for example, 0.34 means a 34% yield).. Dataset: Reaction yield outcomes from USPTO patents with 853,638 reactions (1) The reactants are [N:1]12[CH2:8][CH2:7][CH:4]([CH2:5][CH2:6]1)[CH:3]([NH2:9])[CH2:2]2.C1N=CN([C:15](N2C=NC=C2)=[O:16])C=1.[Br:22][C:23]1[CH:24]=[C:25]([C:29]([NH2:32])([CH3:31])[CH3:30])[CH:26]=[CH:27][CH:28]=1. No catalyst specified. The product is [N:1]12[CH2:8][CH2:7][CH:4]([CH2:5][CH2:6]1)[CH:3]([NH:9][C:15]([NH:32][C:29]([C:25]1[CH:26]=[CH:27][CH:28]=[C:23]([Br:22])[CH:24]=1)([CH3:30])[CH3:31])=[O:16])[CH2:2]2. The yield is 0.750. (2) The reactants are [CH3:1][O:2][C:3]1[CH:8]=[CH:7][C:6]([C:9]2[NH:13][N:12]=[C:11]3[C:14]4[C:19]([C:20](=[O:21])[C:10]=23)=[C:18]([NH:22]C(=O)C)[CH:17]=[CH:16][CH:15]=4)=[CH:5][CH:4]=1.Cl. The catalyst is CO. The product is [NH2:22][C:18]1[CH:17]=[CH:16][CH:15]=[C:14]2[C:19]=1[C:20](=[O:21])[C:10]1[C:11]2=[N:12][N:13]([C:3]2[CH:8]=[CH:7][CH:6]=[CH:5][CH:4]=2)[C:9]=1[C:6]1[CH:5]=[CH:4][C:3]([O:2][CH3:1])=[CH:8][CH:7]=1. The yield is 0.810. (3) The reactants are [CH:1]1[C:14]2[N:13]([CH2:15][CH2:16][O:17][C:18]3[CH:23]=[CH:22][C:21]([CH2:24][CH:25]([O:30][CH2:31][CH3:32])[C:26]([O:28]C)=[O:27])=[CH:20][CH:19]=3)[C:12]3[C:7](=[CH:8][CH:9]=[CH:10][CH:11]=3)[S:6][C:5]=2[CH:4]=[CH:3][CH:2]=1.[OH-].[Na+]. The catalyst is CO. The product is [CH:1]1[C:14]2[N:13]([CH2:15][CH2:16][O:17][C:18]3[CH:19]=[CH:20][C:21]([CH2:24][CH:25]([O:30][CH2:31][CH3:32])[C:26]([OH:28])=[O:27])=[CH:22][CH:23]=3)[C:12]3[C:7](=[CH:8][CH:9]=[CH:10][CH:11]=3)[S:6][C:5]=2[CH:4]=[CH:3][CH:2]=1. The yield is 0.830. (4) The reactants are [CH3:1][O:2][C:3]1[CH:4]=[C:5]([NH:9][C:10]2[N:19]=[CH:18][C:17]3[C:12](=[CH:13][C:14]([O:25][CH:26]4[CH2:31][CH2:30][NH:29][CH2:28][CH2:27]4)=[C:15]([C:20]4[S:21][CH:22]=[CH:23][N:24]=4)[CH:16]=3)[N:11]=2)[CH:6]=[CH:7][CH:8]=1.C=O.[C:34](O)(=O)C.[BH-](OC(C)=O)(OC(C)=O)OC(C)=O.[Na+]. The catalyst is CO. The product is [CH3:1][O:2][C:3]1[CH:4]=[C:5]([NH:9][C:10]2[N:19]=[CH:18][C:17]3[C:12](=[CH:13][C:14]([O:25][CH:26]4[CH2:31][CH2:30][N:29]([CH3:34])[CH2:28][CH2:27]4)=[C:15]([C:20]4[S:21][CH:22]=[CH:23][N:24]=4)[CH:16]=3)[N:11]=2)[CH:6]=[CH:7][CH:8]=1. The yield is 0.700.